This data is from Forward reaction prediction with 1.9M reactions from USPTO patents (1976-2016). The task is: Predict the product of the given reaction. (1) Given the reactants C(O)CCCCCCC/C=C\CC.[CH2:14]([OH:34])[CH2:15][CH2:16][CH2:17][CH2:18][CH2:19][CH2:20][CH2:21][CH2:22][CH2:23][CH:24]=[CH:25][CH2:26][CH2:27]CCCCCC.C=CCC, predict the reaction product. The product is: [CH2:14]([OH:34])[CH2:15][CH2:16][CH2:17][CH2:18][CH2:19][CH2:20][CH2:21][CH2:22][CH2:23]/[CH:24]=[CH:25]\[CH2:26][CH3:27]. (2) Given the reactants [CH2:1]([OH:8])[CH:2]1[CH2:7][CH:6]=[CH:5][CH2:4][CH2:3]1.N1C=CN=C1.[CH3:14][C:15]([Si:18](Cl)([CH3:20])[CH3:19])([CH3:17])[CH3:16], predict the reaction product. The product is: [Si:18]([O:8][CH2:1][CH:2]1[CH2:3][CH2:4][CH:5]=[CH:6][CH2:7]1)([C:15]([CH3:17])([CH3:16])[CH3:14])([CH3:20])[CH3:19].